Dataset: Forward reaction prediction with 1.9M reactions from USPTO patents (1976-2016). Task: Predict the product of the given reaction. (1) Given the reactants Br[C:2]1[CH:3]=[C:4]([C:9]2[CH:21]=[CH:20][C:19]3[C:18]4[C:13](=[CH:14][CH:15]=[CH:16][CH:17]=4)[C:12]([CH3:23])([CH3:22])[C:11]=3[CH:10]=2)[CH:5]=[C:6]([Cl:8])[CH:7]=1.[C:24]1([C:33]2[CH:38]=[CH:37][CH:36]=[CH:35][CH:34]=2)[CH:29]=[CH:28][C:27](B(O)O)=[CH:26][CH:25]=1, predict the reaction product. The product is: [Cl:8][C:6]1[CH:5]=[C:4]([C:9]2[CH:21]=[CH:20][C:19]3[C:18]4[C:13](=[CH:14][CH:15]=[CH:16][CH:17]=4)[C:12]([CH3:23])([CH3:22])[C:11]=3[CH:10]=2)[CH:3]=[C:2]([C:36]2[CH:37]=[CH:38][C:33]([C:24]3[CH:29]=[CH:28][CH:27]=[CH:26][CH:25]=3)=[CH:34][CH:35]=2)[CH:7]=1. (2) Given the reactants [C:1]([C:3]1[CH:4]=[C:5]2[C:11]([C:12]([O:14]C(C)(C)C)=[O:13])=[C:10]([C:19]([F:22])([F:21])[F:20])[NH:9][C:6]2=[N:7][CH:8]=1)#[N:2].C(O)(C(F)(F)F)=O, predict the reaction product. The product is: [C:1]([C:3]1[CH:4]=[C:5]2[C:11]([C:12]([OH:14])=[O:13])=[C:10]([C:19]([F:22])([F:20])[F:21])[NH:9][C:6]2=[N:7][CH:8]=1)#[N:2]. (3) Given the reactants [I:1][C:2]1[CH:7]=[CH:6][N:5]=[C:4]([N:8]2[C:16]3[C:11](=[CH:12][CH:13]=[CH:14][CH:15]=3)[C:10]([C:17]([OH:19])=O)=[N:9]2)[CH:3]=1.[Cl-].[NH4+:21], predict the reaction product. The product is: [I:1][C:2]1[CH:7]=[CH:6][N:5]=[C:4]([N:8]2[C:16]3[C:11](=[CH:12][CH:13]=[CH:14][CH:15]=3)[C:10]([C:17]([NH2:21])=[O:19])=[N:9]2)[CH:3]=1. (4) Given the reactants [CH2:1]([C:3]1[C:4]([C:9](=[O:11])[CH3:10])=[N:5][CH:6]=[CH:7][N:8]=1)[CH3:2].[Br:12]Br, predict the reaction product. The product is: [BrH:12].[BrH:12].[Br:12][CH2:10][C:9]([C:4]1[C:3]([CH2:1][CH3:2])=[N:8][CH:7]=[CH:6][N:5]=1)=[O:11]. (5) Given the reactants [CH3:1][O:2][C:3]([C:5]1[S:6][C:7]([C:27]#[C:28][C:29]([CH3:32])([CH3:31])[CH3:30])=[CH:8][C:9]=1[N:10]([C@H:20]1[CH2:25][CH2:24][C@H:23](O)[CH2:22][CH2:21]1)[C:11]([C@H:13]1[CH2:18][CH2:17][C@H:16]([CH3:19])[CH2:15][CH2:14]1)=[O:12])=[O:4].C(N(S(F)(F)[F:39])CC)C, predict the reaction product. The product is: [CH3:1][O:2][C:3]([C:5]1[S:6][C:7]([C:27]#[C:28][C:29]([CH3:32])([CH3:31])[CH3:30])=[CH:8][C:9]=1[N:10]([C@H:20]1[CH2:25][CH2:24][C@H:23]([F:39])[CH2:22][CH2:21]1)[C:11]([C@H:13]1[CH2:18][CH2:17][C@H:16]([CH3:19])[CH2:15][CH2:14]1)=[O:12])=[O:4].